From a dataset of Full USPTO retrosynthesis dataset with 1.9M reactions from patents (1976-2016). Predict the reactants needed to synthesize the given product. Given the product [CH:19]([N:9]1[CH:10]=[C:11]([C:12]2[CH:17]=[CH:16][N:15]=[CH:14][CH:13]=2)[C:7]([C:5]2[S:6][C:2]([F:1])=[CH:3][CH:4]=2)=[N:8]1)([CH2:21][CH3:22])[CH3:20].[CH:19]([N:8]1[C:7]([C:5]2[S:6][C:2]([F:1])=[CH:3][CH:4]=2)=[C:11]([C:12]2[CH:17]=[CH:16][N:15]=[CH:14][CH:13]=2)[CH:10]=[N:9]1)([CH2:21][CH3:22])[CH3:20], predict the reactants needed to synthesize it. The reactants are: [F:1][C:2]1[S:6][C:5]([C:7]2[C:11]([C:12]3[CH:17]=[CH:16][N:15]=[CH:14][CH:13]=3)=[CH:10][NH:9][N:8]=2)=[CH:4][CH:3]=1.Br[CH:19]([CH2:21][CH3:22])[CH3:20].C(=O)([O-])[O-].[Cs+].[Cs+].